This data is from Peptide-MHC class II binding affinity with 134,281 pairs from IEDB. The task is: Regression. Given a peptide amino acid sequence and an MHC pseudo amino acid sequence, predict their binding affinity value. This is MHC class II binding data. The peptide sequence is RNPGGVVNVGA. The MHC is HLA-DQA10102-DQB10602 with pseudo-sequence HLA-DQA10102-DQB10602. The binding affinity (normalized) is 0.